Dataset: Catalyst prediction with 721,799 reactions and 888 catalyst types from USPTO. Task: Predict which catalyst facilitates the given reaction. (1) Reactant: [CH2:1]([OH:8])[C:2]([NH2:7])([CH2:5][OH:6])[CH2:3][OH:4].[CH3:9][C:10]([O:13][C:14](O[C:14]([O:13][C:10]([CH3:12])([CH3:11])[CH3:9])=[O:15])=[O:15])([CH3:12])[CH3:11].CO[C:26](OC)([CH3:28])[CH3:27].O.C1(C)C=CC(S(O)(=O)=O)=CC=1. Product: [OH:8][CH2:1][C:2]1([NH:7][C:14](=[O:15])[O:13][C:10]([CH3:12])([CH3:11])[CH3:9])[CH2:5][O:6][C:26]([CH3:28])([CH3:27])[O:4][CH2:3]1. The catalyst class is: 3. (2) Reactant: [NH2:1][C:2]1[CH:7]=[CH:6][C:5]([C:8]2[C:16]3[C:11](=[N:12][CH:13]=[N:14][C:15]=3[NH2:17])[N:10]([C@H:18]3[CH2:23][CH2:22][C@H:21]([N:24]4[CH2:29][CH2:28][N:27]([CH3:30])[CH2:26][CH2:25]4)[CH2:20][CH2:19]3)[N:9]=2)=[CH:4][C:3]=1[O:31][CH3:32].[C:33]1([C@@H:39]2[CH2:41][C@H:40]2[C:42](Cl)=[O:43])[CH:38]=[CH:37][CH:36]=[CH:35][CH:34]=1. The catalyst class is: 17. Product: [NH2:17][C:15]1[N:14]=[CH:13][N:12]=[C:11]2[N:10]([C@H:18]3[CH2:23][CH2:22][C@H:21]([N:24]4[CH2:25][CH2:26][N:27]([CH3:30])[CH2:28][CH2:29]4)[CH2:20][CH2:19]3)[N:9]=[C:8]([C:5]3[CH:6]=[CH:7][C:2]([NH:1][C:42]([C@H:40]4[CH2:41][C@@H:39]4[C:33]4[CH:38]=[CH:37][CH:36]=[CH:35][CH:34]=4)=[O:43])=[C:3]([O:31][CH3:32])[CH:4]=3)[C:16]=12. (3) Reactant: O=C[CH2:3][N:4]1[C:8](=O)[C:7]2=[CH:10][CH:11]=[CH:12][CH:13]=[C:6]2[C:5]1=O.C([BH3-])#[N:16].[Na+].[BH4-].[Na+].C(O[BH-](OC(=O)C)OC(=O)C)(=O)C.[Na+].NN. Product: [N:4]12[CH2:5][CH2:6][CH2:13][N:16]=[C:8]1[CH2:7][CH2:10][CH2:11][CH2:12][CH2:3]2. The catalyst class is: 130. (4) Reactant: C([O:3][C:4]([C:6]1[C:16]2[N:15]3[CH2:17][N:18]=[C:19]([CH3:20])[C:14]3=[CH:13][C:12]3[CH:21]=[N:22][CH:23]=[N:24][C:11]=3[C:10]=2[CH:9]=[CH:8][CH:7]=1)=[O:5])C.[OH-].[Na+].O.Cl. Product: [CH3:20][C:19]1[C:14]2=[CH:13][C:12]3[CH:21]=[N:22][CH:23]=[N:24][C:11]=3[C:10]3[CH:9]=[CH:8][CH:7]=[C:6]([C:4]([OH:5])=[O:3])[C:16]=3[N:15]2[CH2:17][N:18]=1. The catalyst class is: 14. (5) Reactant: [CH2:1]([O:3][C:4]([C:6]1([C:26]([O:28][CH2:29][CH3:30])=[O:27])[CH2:10][CH2:9][CH2:8][N:7]1[C:11]1[CH:12]=[N:13][C:14]([O:17][C:18]2[CH:23]=[CH:22][C:21]([CH:24]=[CH2:25])=[CH:20][CH:19]=2)=[CH:15][CH:16]=1)=[O:5])[CH3:2].[H][H].C(OCC)(=[O:35])C. Product: [CH2:1]([O:3][C:4]([C:6]1([C:26]([O:28][CH2:29][CH3:30])=[O:27])[CH2:10][CH2:9][C:8](=[O:35])[N:7]1[C:11]1[CH:12]=[N:13][C:14]([O:17][C:18]2[CH:19]=[CH:20][C:21]([CH2:24][CH3:25])=[CH:22][CH:23]=2)=[CH:15][CH:16]=1)=[O:5])[CH3:2]. The catalyst class is: 45.